Dataset: Full USPTO retrosynthesis dataset with 1.9M reactions from patents (1976-2016). Task: Predict the reactants needed to synthesize the given product. (1) Given the product [CH3:30][N:9]1[C:8]2[C:3](=[O:2])[NH:4][CH:5]=[CH:6][C:7]=2[C:11]([C:12]2[CH:17]=[C:16]([CH2:18][S:19]([CH3:22])(=[O:20])=[O:21])[CH:15]=[CH:14][C:13]=2[NH:23][C:24]2[CH:29]=[CH:28][CH:27]=[CH:26][N:25]=2)=[CH:10]1, predict the reactants needed to synthesize it. The reactants are: C[O:2][C:3]1[N:4]=[CH:5][CH:6]=[C:7]2[C:11]([C:12]3[CH:17]=[C:16]([CH2:18][S:19]([CH3:22])(=[O:21])=[O:20])[CH:15]=[CH:14][C:13]=3[NH:23][C:24]3[CH:29]=[CH:28][CH:27]=[CH:26][N:25]=3)=[CH:10][N:9]([CH3:30])[C:8]=12.Cl. (2) Given the product [F:38]/[C:25](/[C:21]1[CH:22]=[C:23]([CH3:24])[N:19]([CH2:18][C:14]2[CH:13]=[C:12]([C:9]3([OH:8])[CH2:11][CH2:10]3)[CH:17]=[CH:16][CH:15]=2)[N:20]=1)=[CH:26]\[C:27]1[CH:32]=[CH:31][C:30]([O:33][C:34]([F:35])([F:36])[F:37])=[CH:29][CH:28]=1, predict the reactants needed to synthesize it. The reactants are: C([Mg]Br)C.C([O:8][C:9]1([C:12]2[CH:17]=[CH:16][CH:15]=[C:14]([CH2:18][N:19]3[C:23]([CH3:24])=[CH:22][C:21](/[C:25](/[F:38])=[CH:26]/[C:27]4[CH:32]=[CH:31][C:30]([O:33][C:34]([F:37])([F:36])[F:35])=[CH:29][CH:28]=4)=[N:20]3)[CH:13]=2)[CH2:11][CH2:10]1)(=O)C.Cl.